This data is from Full USPTO retrosynthesis dataset with 1.9M reactions from patents (1976-2016). The task is: Predict the reactants needed to synthesize the given product. (1) Given the product [F:1][C:2]([F:7])([F:6])[C:3]([OH:5])=[O:4].[F:8][C:9]([F:14])([F:13])[C:10]([OH:12])=[O:11].[Cl:22][C:23]1[CH:24]=[N:25][C:26]2[NH:27][C:28]3[CH:29]=[N:30][CH:31]=[C:32]([CH:54]=3)[CH2:33][CH2:34][C:35]3[CH:43]=[C:39]([NH:40][C:41]=1[N:42]=2)[CH:38]=[CH:37][C:36]=3[NH:44][C:45](=[O:53])[CH2:46][CH:47]1[CH2:52][CH2:51][N:50]([C:61]([C:60]2[N:56]([CH3:55])[CH:57]=[N:58][CH:59]=2)=[O:62])[CH2:49][CH2:48]1, predict the reactants needed to synthesize it. The reactants are: [F:1][C:2]([F:7])([F:6])[C:3]([OH:5])=[O:4].[F:8][C:9]([F:14])([F:13])[C:10]([OH:12])=[O:11].FC(F)(F)C(O)=O.[Cl:22][C:23]1[CH:24]=[N:25][C:26]2[NH:27][C:28]3[CH:29]=[N:30][CH:31]=[C:32]([CH:54]=3)[CH2:33][CH2:34][C:35]3[CH:43]=[C:39]([NH:40][C:41]=1[N:42]=2)[CH:38]=[CH:37][C:36]=3[NH:44][C:45](=[O:53])[CH2:46][CH:47]1[CH2:52][CH2:51][NH:50][CH2:49][CH2:48]1.[CH3:55][N:56]1[C:60]([C:61](Cl)=[O:62])=[CH:59][N:58]=[CH:57]1. (2) Given the product [Cl:27][C:6]1[CH:5]=[CH:4][C:3]([CH2:2][NH:1][C:38](=[O:44])[CH2:39][CH2:40][C:41]([OH:43])=[O:42])=[CH:8][C:7]=1[NH:9][C:10]1[S:11]/[C:12](=[CH:16]\[C:17]2[CH:18]=[C:19]3[C:24](=[CH:25][CH:26]=2)[N:23]=[CH:22][CH:21]=[CH:20]3)/[C:13](=[O:15])[N:14]=1, predict the reactants needed to synthesize it. The reactants are: [NH2:1][CH2:2][C:3]1[CH:4]=[CH:5][C:6]([Cl:27])=[C:7]([NH:9][C:10]2[S:11]/[C:12](=[CH:16]\[C:17]3[CH:18]=[C:19]4[C:24](=[CH:25][CH:26]=3)[N:23]=[CH:22][CH:21]=[CH:20]4)/[C:13](=[O:15])[N:14]=2)[CH:8]=1.ON1C2N=CC=CC=2N=N1.[C:38]1(=[O:44])[O:43][C:41](=[O:42])[CH2:40][CH2:39]1.